Dataset: Peptide-MHC class I binding affinity with 185,985 pairs from IEDB/IMGT. Task: Regression. Given a peptide amino acid sequence and an MHC pseudo amino acid sequence, predict their binding affinity value. This is MHC class I binding data. The peptide sequence is GRYNLISPK. The MHC is HLA-A26:01 with pseudo-sequence HLA-A26:01. The binding affinity (normalized) is 0.0847.